This data is from Forward reaction prediction with 1.9M reactions from USPTO patents (1976-2016). The task is: Predict the product of the given reaction. Given the reactants Cl[C:2]1[N:7]2[N:8]=[C:9]([NH:11][C:12](=[O:19])[C:13]3[CH:18]=[CH:17][CH:16]=[N:15][CH:14]=3)[N:10]=[C:6]2[CH:5]=[C:4]([C:20]([F:23])([F:22])[F:21])[CH:3]=1.[CH:24]1([NH2:30])[CH2:29][CH2:28][CH2:27][CH2:26][CH2:25]1, predict the reaction product. The product is: [CH:24]1([NH:30][C:2]2[N:7]3[N:8]=[C:9]([NH:11][C:12](=[O:19])[C:13]4[CH:18]=[CH:17][CH:16]=[N:15][CH:14]=4)[N:10]=[C:6]3[CH:5]=[C:4]([C:20]([F:23])([F:22])[F:21])[CH:3]=2)[CH2:29][CH2:28][CH2:27][CH2:26][CH2:25]1.